From a dataset of Catalyst prediction with 721,799 reactions and 888 catalyst types from USPTO. Predict which catalyst facilitates the given reaction. (1) Reactant: [CH3:1][C:2]1[NH:6][N:5]=[C:4]([C:7]2[O:11][N:10]=[C:9]([C:12]3[CH:17]=[CH:16][C:15]([O:18][C:19]([F:22])([F:21])[F:20])=[CH:14][CH:13]=3)[N:8]=2)[N:3]=1.Br[CH2:24][C:25]1[CH:30]=[CH:29][CH:28]=[C:27]([N+:31]([O-:33])=[O:32])[CH:26]=1.C([O-])([O-])=O.[Cs+].[Cs+]. Product: [CH3:1][C:2]1[N:6]([CH2:24][C:25]2[CH:30]=[CH:29][CH:28]=[C:27]([N+:31]([O-:33])=[O:32])[CH:26]=2)[N:5]=[C:4]([C:7]2[O:11][N:10]=[C:9]([C:12]3[CH:13]=[CH:14][C:15]([O:18][C:19]([F:22])([F:20])[F:21])=[CH:16][CH:17]=3)[N:8]=2)[N:3]=1. The catalyst class is: 18. (2) The catalyst class is: 5. Product: [C:1]([O:5][C:6]([NH:8][C@@H:9]([C@@H:22]([O:25][CH2:26][CH2:27][CH2:28][CH:29]=[CH2:30])[CH2:23][CH3:24])[C:10]([N:12]1[CH2:16][C@H:15]([OH:17])[CH2:14][C@H:13]1[C:18]([OH:20])=[O:19])=[O:11])=[O:7])([CH3:4])([CH3:3])[CH3:2]. Reactant: [C:1]([O:5][C:6]([NH:8][C@@H:9]([C@@H:22]([O:25][CH2:26][CH2:27][CH2:28][CH:29]=[CH2:30])[CH2:23][CH3:24])[C:10]([N:12]1[CH2:16][C@H:15]([OH:17])[CH2:14][C@H:13]1[C:18]([O:20]C)=[O:19])=[O:11])=[O:7])([CH3:4])([CH3:3])[CH3:2].C1COCC1.[Li+].[OH-].Cl.